Dataset: Reaction yield outcomes from USPTO patents with 853,638 reactions. Task: Predict the reaction yield, written as a fraction of the theoretical maximum amount of product (1.0 means a 100% yield; for example, 0.34 means a 34% yield). The reactants are [CH3:1][O:2][C:3]([C@@H:5]([N:13]1[CH2:21][C:17]2[CH:18]=[CH:19][S:20][C:16]=2[CH2:15][CH2:14]1)[C:6]1[CH:7]=[CH:8][CH:9]=[CH:10][C:11]=1[Cl:12])=[O:4].[S:22](=[O:26])(=[O:25])([OH:24])[OH:23]. The catalyst is C(Cl)(Cl)Cl. The product is [CH3:1][O:2][C:3]([C@@H:5]([N:13]1[CH2:21][C:17]2[CH:18]=[CH:19][S:20][C:16]=2[CH2:15][CH2:14]1)[C:6]1[C:11]([Cl:12])=[CH:10][CH:9]=[CH:8][CH:7]=1)=[O:4].[OH:25][S:22]([OH:26])(=[O:24])=[O:23]. The yield is 0.560.